Dataset: Catalyst prediction with 721,799 reactions and 888 catalyst types from USPTO. Task: Predict which catalyst facilitates the given reaction. (1) Reactant: [Cl:1][C:2]1[C:19]([C:20]2[CH:21]=[N:22][C:23]([C:28]([F:31])([F:30])[F:29])=[CH:24][C:25]=2[C:26]#[N:27])=[CH:18][C:5]([C:6]([N:8]([C:10]2[CH:15]=[CH:14][CH:13]=[CH:12][C:11]=2[O:16][CH3:17])[CH3:9])=[O:7])=[C:4]([OH:32])[CH:3]=1.[O:33]1[CH:37]=[C:36]([CH2:38][CH2:39][CH2:40]O)[CH:35]=[N:34]1.C1(P(C2C=CC=CC=2)C2C=CC=CC=2)C=CC=CC=1.CC(OC(/N=N/C(OC(C)C)=O)=O)C. Product: [Cl:1][C:2]1[C:19]([C:20]2[CH:21]=[N:22][C:23]([C:28]([F:29])([F:30])[F:31])=[CH:24][C:25]=2[C:26]#[N:27])=[CH:18][C:5]([C:6]([N:8]([C:10]2[CH:15]=[CH:14][CH:13]=[CH:12][C:11]=2[O:16][CH3:17])[CH3:9])=[O:7])=[C:4]([O:32][CH2:40][CH2:39][CH2:38][C:36]2[CH:35]=[N:34][O:33][CH:37]=2)[CH:3]=1. The catalyst class is: 1. (2) Reactant: [Cl:1][C:2]1[C:10]([C:11]#[N:12])=[CH:9][C:5]([C:6]([OH:8])=[O:7])=[C:4]([CH3:13])[N:3]=1.C(NC(=NC(C)C)O[C:20]([CH3:23])([CH3:22])[CH3:21])(C)C. Product: [Cl:1][C:2]1[C:10]([C:11]#[N:12])=[CH:9][C:5]([C:6]([O:8][C:20]([CH3:23])([CH3:22])[CH3:21])=[O:7])=[C:4]([CH3:13])[N:3]=1. The catalyst class is: 1. (3) Reactant: FC(F)C1C=C([C:9]2[NH:10][C:11]3[CH:17]=[C:16]([NH:18][C:19]4[S:20][CH:21]=[C:22]([C:24]5[CH:25]=[N:26][CH:27]=[CH:28][CH:29]=5)[N:23]=4)[C:15]([CH3:30])=[CH:14][C:12]=3[N:13]=2)C=CC=1.[F:32][C:33]([F:44])([F:43])[O:34][C:35]1[CH:36]=[C:37]([CH:40]=[CH:41][CH:42]=1)[CH:38]=O.S(=O)(O)[O-].[Na+]. Product: [CH3:9][N:10]1[C:11]2[CH:17]=[C:16]([NH:18][C:19]3[S:20][CH:21]=[C:22]([C:24]4[CH:25]=[N:26][CH:27]=[CH:28][CH:29]=4)[N:23]=3)[C:15]([CH3:30])=[CH:14][C:12]=2[N:13]=[C:38]1[C:37]1[CH:40]=[CH:41][CH:42]=[C:35]([O:34][C:33]([F:44])([F:43])[F:32])[CH:36]=1. The catalyst class is: 3. (4) Reactant: Br[CH2:2][C:3]1[CH:8]=[C:7]([CH3:9])[CH:6]=[C:5]([C:10]([CH3:13])([CH3:12])[CH3:11])[CH:4]=1.[C-:14]#[N:15].[K+]. Product: [C:10]([C:5]1[CH:4]=[C:3]([CH2:2][C:14]#[N:15])[CH:8]=[C:7]([CH3:9])[CH:6]=1)([CH3:13])([CH3:12])[CH3:11]. The catalyst class is: 24. (5) Reactant: [Cl:1][C:2]1[N:7]=[C:6]([CH2:8][N:9]2[CH:14]=[CH:13][CH:12]=[CH:11][C:10]2=[O:15])[CH:5]=[CH:4][CH:3]=1.[Li+].CC([N-]C(C)C)C.Cl[CH:25]([C:32]1[CH:33]=[N:34][CH:35]=[CH:36][CH:37]=1)[C:26]1[CH:27]=[N:28][CH:29]=[CH:30][CH:31]=1. Product: [Cl:1][C:2]1[N:7]=[C:6]([CH:8]([N:9]2[CH:14]=[CH:13][CH:12]=[CH:11][C:10]2=[O:15])[CH:25]([C:32]2[CH:33]=[N:34][CH:35]=[CH:36][CH:37]=2)[C:26]2[CH:27]=[N:28][CH:29]=[CH:30][CH:31]=2)[CH:5]=[CH:4][CH:3]=1. The catalyst class is: 1. (6) Reactant: [NH2:1][C:2]1[CH:3]=[C:4]([CH:9]=[CH:10][C:11]=1[OH:12])[C:5]([O:7][CH3:8])=[O:6].[C:13]([S-])(=[S:17])OCC.[K+]. Product: [S:17]=[C:13]1[NH:1][C:2]2[CH:3]=[C:4]([C:5]([O:7][CH3:8])=[O:6])[CH:9]=[CH:10][C:11]=2[O:12]1. The catalyst class is: 17. (7) Reactant: C(O)(C(F)(F)F)=O.C(OC(=O)[NH:14][C@@H:15]([CH2:25][C:26]1[CH:31]=[CH:30][C:29]([O:32][CH2:33][CH2:34][C@H:35]([CH:37]2[CH2:42][CH2:41][N:40]([C:43]3[O:47][N:46]=[C:45]([CH:48]([CH3:50])[CH3:49])[N:44]=3)[CH2:39][CH2:38]2)[CH3:36])=[CH:28][C:27]=1[F:51])[C:16]([N:18]1[CH2:22][CH2:21][CH2:20][C@H:19]1[C:23]#[N:24])=[O:17])(C)(C)C. Product: [NH2:14][C@@H:15]([CH2:25][C:26]1[CH:31]=[CH:30][C:29]([O:32][CH2:33][CH2:34][C@H:35]([CH:37]2[CH2:38][CH2:39][N:40]([C:43]3[O:47][N:46]=[C:45]([CH:48]([CH3:50])[CH3:49])[N:44]=3)[CH2:41][CH2:42]2)[CH3:36])=[CH:28][C:27]=1[F:51])[C:16]([N:18]1[CH2:22][CH2:21][CH2:20][C@H:19]1[C:23]#[N:24])=[O:17]. The catalyst class is: 2. (8) Reactant: [Br:1][C:2]1[CH:3]=[CH:4][C:5]([Cl:16])=[C:6]([CH:15]=1)[CH2:7][C:8]1[CH:13]=[CH:12][C:11]([OH:14])=[CH:10][CH:9]=1.C([O-])([O-])=O.[Cs+].[Cs+].CC1C=CC(S(O[CH2:34][CH2:35][O:36][CH:37]2[CH2:39][CH2:38]2)(=O)=O)=CC=1. Product: [Br:1][C:2]1[CH:3]=[CH:4][C:5]([Cl:16])=[C:6]([CH2:7][C:8]2[CH:13]=[CH:12][C:11]([O:14][CH2:34][CH2:35][O:36][CH:37]3[CH2:39][CH2:38]3)=[CH:10][CH:9]=2)[CH:15]=1. The catalyst class is: 18.